Dataset: NCI-60 drug combinations with 297,098 pairs across 59 cell lines. Task: Regression. Given two drug SMILES strings and cell line genomic features, predict the synergy score measuring deviation from expected non-interaction effect. Drug 1: COC1=C2C(=CC3=C1OC=C3)C=CC(=O)O2. Drug 2: CC(C)CN1C=NC2=C1C3=CC=CC=C3N=C2N. Cell line: MCF7. Synergy scores: CSS=-2.80, Synergy_ZIP=2.45, Synergy_Bliss=2.23, Synergy_Loewe=-0.204, Synergy_HSA=-1.28.